From a dataset of Reaction yield outcomes from USPTO patents with 853,638 reactions. Predict the reaction yield, written as a fraction of the theoretical maximum amount of product (1.0 means a 100% yield; for example, 0.34 means a 34% yield). The reactants are [NH2:1][C:2]1[CH:3]=[N:4][C:5]([C:8]([F:11])([F:10])[F:9])=[CH:6][CH:7]=1.N1C=CC=CC=1.Cl[C:19]([O:21][C:22]1[CH:27]=[CH:26][CH:25]=[CH:24][CH:23]=1)=[O:20]. The catalyst is O1CCCC1. The product is [C:22]1([O:21][C:19](=[O:20])[NH:1][C:2]2[CH:3]=[N:4][C:5]([C:8]([F:11])([F:9])[F:10])=[CH:6][CH:7]=2)[CH:27]=[CH:26][CH:25]=[CH:24][CH:23]=1. The yield is 0.550.